From a dataset of Reaction yield outcomes from USPTO patents with 853,638 reactions. Predict the reaction yield, written as a fraction of the theoretical maximum amount of product (1.0 means a 100% yield; for example, 0.34 means a 34% yield). (1) The reactants are [I:1][C:2]1[CH:3]=[C:4]([CH:8]=[CH:9][C:10]=1[CH3:11])[C:5]([OH:7])=O.Cl.CN(C)[CH2:15][CH2:16][CH2:17][N:18]=C=NCC.C1(N)CC1.O. The catalyst is CN(C)C=O. The product is [CH:17]1([NH:18][C:5](=[O:7])[C:4]2[CH:8]=[CH:9][C:10]([CH3:11])=[C:2]([I:1])[CH:3]=2)[CH2:15][CH2:16]1. The yield is 0.980. (2) The reactants are [CH3:1][O:2][C:3]1[CH:12]=[C:11]2[C:6]([C:7](=O)[NH:8][C:9]([C:13]3[CH:18]=[CH:17][CH:16]=[C:15]([N+:19]([O-:21])=[O:20])[CH:14]=3)=[N:10]2)=[CH:5][C:4]=1[O:23][CH2:24][CH2:25][O:26][CH3:27].C(Cl)(=O)C([Cl:31])=O. The catalyst is C1COCC1.CN(C=O)C. The product is [Cl:31][C:7]1[C:6]2[C:11](=[CH:12][C:3]([O:2][CH3:1])=[C:4]([O:23][CH2:24][CH2:25][O:26][CH3:27])[CH:5]=2)[N:10]=[C:9]([C:13]2[CH:18]=[CH:17][CH:16]=[C:15]([N+:19]([O-:21])=[O:20])[CH:14]=2)[N:8]=1. The yield is 0.680. (3) The reactants are [CH3:1][S:2][CH2:3][S:4]([C:7]1[CH:12]=[CH:11][CH:10]=[CH:9][CH:8]=1)(=[O:6])=[O:5].[H-].[Na+].Br[CH2:16][C@:17]1([C:22]2[C:31]3[C:26](=[CH:27][CH:28]=[CH:29][CH:30]=3)[CH:25]=[CH:24][CH:23]=2)[CH2:19][CH:18]1[CH2:20]Br.C(OCC)(=O)C.CCCCCC. The catalyst is CN(C)C=O. The product is [C:7]1([S:4]([C:3]2([S:2][CH3:1])[CH2:20][C@@H:18]3[C@@:17]([C:22]4[C:31]5[C:26](=[CH:27][CH:28]=[CH:29][CH:30]=5)[CH:25]=[CH:24][CH:23]=4)([CH2:19]3)[CH2:16]2)(=[O:5])=[O:6])[CH:12]=[CH:11][CH:10]=[CH:9][CH:8]=1. The yield is 0.690. (4) The reactants are [Br:1][C:2]1[CH:7]=[CH:6][CH:5]=[CH:4][C:3]=1[O:8][CH3:9].S(=O)(=O)(O)O.[CH3:15][C:16]([CH3:21])=[CH:17][C:18]([OH:20])=[O:19]. The catalyst is O. The product is [Br:1][C:2]1[CH:7]=[C:6]([C:16]([CH3:21])([CH3:15])[CH2:17][C:18]([OH:20])=[O:19])[CH:5]=[CH:4][C:3]=1[O:8][CH3:9]. The yield is 0.203. (5) The reactants are [C:1]1([C:7]2[NH:16][C:15](=O)[C:14]3[C:9](=[CH:10][CH:11]=[CH:12][CH:13]=3)[N:8]=2)[CH:6]=[CH:5][CH:4]=[CH:3][CH:2]=1.P(Cl)(Cl)([Cl:20])=O. No catalyst specified. The product is [Cl:20][C:15]1[C:14]2[C:9](=[CH:10][CH:11]=[CH:12][CH:13]=2)[N:8]=[C:7]([C:1]2[CH:6]=[CH:5][CH:4]=[CH:3][CH:2]=2)[N:16]=1. The yield is 0.730.